This data is from Forward reaction prediction with 1.9M reactions from USPTO patents (1976-2016). The task is: Predict the product of the given reaction. (1) Given the reactants [I:1][C:2]1[CH:3]=[C:4]([CH:9]=[CH:10][C:11]([OH:13])=[O:12])[CH:5]=[CH:6][C:7]=1[OH:8].[CH2:14]([O:16][C:17](=[O:28])[C@H:18]([CH2:20][C:21]1[CH:26]=[CH:25][C:24]([OH:27])=[CH:23][CH:22]=1)[NH2:19])[CH3:15].CN1C(=O)CCC1.CCN=C=NCCCN(C)C.Cl, predict the reaction product. The product is: [I:1][C:2]1[CH:3]=[C:4]([CH:9]=[CH:10][C:11]([OH:13])=[O:12])[CH:5]=[CH:6][C:7]=1[OH:8].[CH2:14]([O:16][C:17](=[O:28])[C@H:18]([CH2:20][C:21]1[CH:22]=[CH:23][C:24]([OH:27])=[CH:25][CH:26]=1)[NH2:19])[CH3:15]. (2) Given the reactants [Cl:1][C:2]1[C:11]2[C:6](=[CH:7][CH:8]=[C:9]([CH3:12])[CH:10]=2)[N:5]=[CH:4][C:3]=1[CH2:13][OH:14], predict the reaction product. The product is: [Cl:1][C:2]1[C:11]2[C:6](=[CH:7][CH:8]=[C:9]([CH3:12])[CH:10]=2)[N:5]=[CH:4][C:3]=1[CH:13]=[O:14]. (3) Given the reactants [Cl:1][C:2]1[CH:3]=[C:4]([NH:8][C:9]2[C:18]3[C:13](=[CH:14][N:15]=[CH:16][CH:17]=3)[C:12]3=[CH:19][CH:20]=[CH:21][C:22]([C:23]([NH:25][NH2:26])=[O:24])=[C:11]3[N:10]=2)[CH:5]=[CH:6][CH:7]=1.[CH2:27](OC(OCC)OCC)C, predict the reaction product. The product is: [Cl:1][C:2]1[CH:3]=[C:4]([NH:8][C:9]2[C:18]3[C:13](=[CH:14][N:15]=[CH:16][CH:17]=3)[C:12]3[CH:19]=[CH:20][CH:21]=[C:22]([C:23]4[O:24][CH:27]=[N:26][N:25]=4)[C:11]=3[N:10]=2)[CH:5]=[CH:6][CH:7]=1. (4) Given the reactants C(P(=O)(OCC)OCC)#N.[F:11][C:12]1[CH:13]=[C:14]2[C:18](=[CH:19][CH:20]=1)[N:17]([CH2:21][C:22]1[CH:27]=[CH:26][CH:25]=[C:24]([F:28])[CH:23]=1)[C:16]([C:29](O)=[O:30])=[CH:15]2.[NH2:32][C:33]1[CH:34]=[N:35][C:36]([N:39]([CH3:41])[CH3:40])=[CH:37][CH:38]=1.C(N(CC)CC)C, predict the reaction product. The product is: [CH3:40][N:39]([CH3:41])[C:36]1[N:35]=[CH:34][C:33]([NH:32][C:29]([C:16]2[N:17]([CH2:21][C:22]3[CH:27]=[CH:26][CH:25]=[C:24]([F:28])[CH:23]=3)[C:18]3[C:14]([CH:15]=2)=[CH:13][C:12]([F:11])=[CH:20][CH:19]=3)=[O:30])=[CH:38][CH:37]=1. (5) Given the reactants [CH3:1][O:2][C:3](=[O:29])/[CH:4]=[CH:5]/[C:6]1[CH:7]=[CH:8][C:9]2[O:26][C:13]3([CH2:18][CH2:17][CH2:16][N:15]([C:19](OC(C)(C)C)=O)[CH2:14]3)[NH:12][C:11](=[O:27])[C:10]=2[CH:28]=1.C=O.[BH3-]C#N.[Na+], predict the reaction product. The product is: [CH3:1][O:2][C:3](=[O:29])/[CH:4]=[CH:5]/[C:6]1[CH:7]=[CH:8][C:9]2[O:26][C:13]3([CH2:18][CH2:17][CH2:16][N:15]([CH3:19])[CH2:14]3)[NH:12][C:11](=[O:27])[C:10]=2[CH:28]=1. (6) Given the reactants [NH2:1][C:2]1[CH:7]=[CH:6][C:5]([N:8]2[C:16]([CH2:17][N:18]([CH3:20])[CH3:19])=[C:15]3[C:10]([N:11]([CH2:32][C:33]4[C:38]([F:39])=[CH:37][CH:36]=[CH:35][C:34]=4[F:40])[C:12](=[O:31])[N:13]([C:22]4[CH:27]=[CH:26][CH:25]=[C:24]([O:28][CH3:29])[C:23]=4[F:30])[C:14]3=[O:21])=[N:9]2)=[CH:4][CH:3]=1.C(N(CC)CC)C.Cl[C:49]([O:51][CH3:52])=[O:50].C(=O)(O)[O-].[Na+], predict the reaction product. The product is: [F:39][C:38]1[CH:37]=[CH:36][CH:35]=[C:34]([F:40])[C:33]=1[CH2:32][N:11]1[C:10]2=[N:9][N:8]([C:5]3[CH:6]=[CH:7][C:2]([NH:1][C:49](=[O:50])[O:51][CH3:52])=[CH:3][CH:4]=3)[C:16]([CH2:17][N:18]([CH3:19])[CH3:20])=[C:15]2[C:14](=[O:21])[N:13]([C:22]2[CH:27]=[CH:26][CH:25]=[C:24]([O:28][CH3:29])[C:23]=2[F:30])[C:12]1=[O:31]. (7) Given the reactants [C:1]([C:4]1[CH:5]=[C:6](B(O)O)[CH:7]=[CH:8][CH:9]=1)([OH:3])=[O:2].Br[C:14]1[CH:15]=[N:16][CH:17]=[N:18][CH:19]=1.C(=O)([O-])[O-].[Na+].[Na+].Cl, predict the reaction product. The product is: [N:16]1[CH:15]=[C:14]([C:6]2[CH:5]=[C:4]([CH:9]=[CH:8][CH:7]=2)[C:1]([OH:3])=[O:2])[CH:19]=[N:18][CH:17]=1.